This data is from Retrosynthesis with 50K atom-mapped reactions and 10 reaction types from USPTO. The task is: Predict the reactants needed to synthesize the given product. (1) Given the product CCc1c(OC)cc(OC)c2c1C(=O)N(CSc1nnnn1-c1ccccc1)S2(=O)=O, predict the reactants needed to synthesize it. The reactants are: CCc1c(OC)cc(OC)c2c1C(=O)N(CCl)S2(=O)=O.Sc1nnnn1-c1ccccc1. (2) Given the product O=C(Cc1cccc(Cl)c1)c1c[nH]c(C(=O)C(Cl)(Cl)Cl)c1, predict the reactants needed to synthesize it. The reactants are: O=C(Cl)Cc1cccc(Cl)c1.O=C(c1ccc[nH]1)C(Cl)(Cl)Cl. (3) Given the product COc1ccc(C(=O)Nc2ccc(C(C)(C)CC#N)cc2)cc1OC, predict the reactants needed to synthesize it. The reactants are: CC(C)(CC#N)c1ccc(N)cc1.COc1ccc(C(=O)Cl)cc1OC. (4) The reactants are: BrCc1ccccc1CBr.Cn1cc(C2=C(c3c[nH]c4ccccc34)C(=O)OC2=O)c2ccccc21. Given the product Cn1cc(C2=C(c3cn(Cc4ccccc4CBr)c4ccccc34)C(=O)OC2=O)c2ccccc21, predict the reactants needed to synthesize it. (5) Given the product O=Cc1cccc(N2CCOCC2)n1, predict the reactants needed to synthesize it. The reactants are: C1COCCN1.O=Cc1cccc(Br)n1.